The task is: Predict the reaction yield, written as a fraction of the theoretical maximum amount of product (1.0 means a 100% yield; for example, 0.34 means a 34% yield).. This data is from Reaction yield outcomes from USPTO patents with 853,638 reactions. (1) The reactants are [C:1]([O:5][C:6]([N:8]([CH2:20][C:21]1[CH:22]=[C:23]([CH:27]=[CH:28][CH:29]=1)[C:24]([OH:26])=[O:25])[CH2:9][C:10]1[CH:15]=[CH:14][C:13]([C:16]([F:19])([F:18])[F:17])=[CH:12][CH:11]=1)=[O:7])([CH3:4])([CH3:3])[CH3:2].O[NH:31][C:32](=[NH:44])[CH2:33][CH2:34][CH2:35][CH2:36][CH2:37][CH2:38][CH2:39][CH2:40][CH2:41][CH2:42][CH3:43]. No catalyst specified. The product is [C:32]([NH:44][O:25][C:24]([C:23]1[CH:22]=[C:21]([CH:29]=[CH:28][CH:27]=1)[CH2:20][N:8]([CH2:9][C:10]1[CH:11]=[CH:12][C:13]([C:16]([F:19])([F:18])[F:17])=[CH:14][CH:15]=1)[C:6](=[O:7])[O:5][C:1]([CH3:4])([CH3:2])[CH3:3])=[O:26])(=[NH:31])[CH2:33][CH2:34][CH2:35][CH2:36][CH2:37][CH2:38][CH2:39][CH2:40][CH2:41][CH2:42][CH3:43]. The yield is 0.990. (2) The reactants are [C:1]1([C:7]2([C:14]3[CH:19]=[CH:18][CH:17]=[CH:16][CH:15]=3)[O:13][CH:8]2[C:9]([O:11][CH3:12])=[O:10])[CH:6]=[CH:5][CH:4]=[CH:3][CH:2]=1.[Cu][C:21]#N.C[Li]. The catalyst is CCOCC.O. The product is [OH:13][CH:8]([C:7]([C:14]1[CH:19]=[CH:18][CH:17]=[CH:16][CH:15]=1)([C:1]1[CH:6]=[CH:5][CH:4]=[CH:3][CH:2]=1)[CH3:21])[C:9]([O:11][CH3:12])=[O:10]. The yield is 0.160. (3) The reactants are [N+:1]([C:4]1[C:5]([C:9]([OH:11])=[O:10])=[N:6][NH:7][CH:8]=1)([O-:3])=[O:2].S(Cl)(Cl)=O.[CH3:16]O. No catalyst specified. The product is [CH3:16][O:10][C:9]([C:5]1[C:4]([N+:1]([O-:3])=[O:2])=[CH:8][NH:7][N:6]=1)=[O:11]. The yield is 0.995.